From a dataset of Reaction yield outcomes from USPTO patents with 853,638 reactions. Predict the reaction yield, written as a fraction of the theoretical maximum amount of product (1.0 means a 100% yield; for example, 0.34 means a 34% yield). The reactants are [CH3:1][O:2][C:3]1[CH:8]=[CH:7][CH:6]=[CH:5][C:4]=1[CH:9]1[CH2:14][CH2:13][CH2:12][CH2:11][CH:10]1[CH2:15][OH:16].[CH3:17][S:18](Cl)(=[O:20])=[O:19].CNC1C=CC=C(NC)N=1.CCN(CC)CC. The product is [CH3:1][O:2][C:3]1[CH:8]=[CH:7][CH:6]=[CH:5][C:4]=1[CH:9]1[CH2:14][CH2:13][CH2:12][CH2:11][CH:10]1[CH2:15][O:16][S:18]([CH3:17])(=[O:20])=[O:19]. The yield is 0.830. The catalyst is [Cl-].[Na+].O.O.ClCCl.